The task is: Predict the product of the given reaction.. This data is from Forward reaction prediction with 1.9M reactions from USPTO patents (1976-2016). The product is: [N:8]([CH2:2][C:3]1[O:7][N:6]=[CH:5][CH:4]=1)=[N+:9]=[N-:10]. Given the reactants Br[CH2:2][C:3]1[O:7][N:6]=[CH:5][CH:4]=1.[N-:8]=[N+:9]=[N-:10].[Na+].C(OCC)(=O)C.C(=O)(O)[O-].[Na+], predict the reaction product.